This data is from Forward reaction prediction with 1.9M reactions from USPTO patents (1976-2016). The task is: Predict the product of the given reaction. (1) Given the reactants Br[C:2]1[CH:21]=[CH:20][C:5]([C:6]([N:8]2[CH2:12][CH:11]3[CH2:13][N:14]([C:16](=[O:19])[CH2:17][CH3:18])[CH2:15][CH:10]3[CH2:9]2)=[O:7])=[CH:4][CH:3]=1.[CH:22]1[C:31]2[C:26](=[CH:27][C:28](B(O)O)=[CH:29][CH:30]=2)[CH:25]=[CH:24][N:23]=1.C(O)(O)=O, predict the reaction product. The product is: [CH:22]1[C:31]2[C:26](=[CH:27][C:28]([C:2]3[CH:21]=[CH:20][C:5]([C:6]([N:8]4[CH2:12][CH:11]5[CH2:13][N:14]([C:16](=[O:19])[CH2:17][CH3:18])[CH2:15][CH:10]5[CH2:9]4)=[O:7])=[CH:4][CH:3]=3)=[CH:29][CH:30]=2)[CH:25]=[CH:24][N:23]=1. (2) Given the reactants [CH2:1]([C@@H:8]1[NH:13][CH2:12][CH2:11][N:10]([C:14]2[CH:19]=[CH:18][C:17]([O:20][CH3:21])=[C:16]([O:22][CH:23]3[CH2:27][CH2:26][CH2:25][CH2:24]3)[CH:15]=2)[CH2:9]1)[C:2]1[CH:7]=[CH:6][CH:5]=[CH:4][CH:3]=1.[CH3:28][O:29][C:30]([C@@H:32]1[CH2:36][CH2:35][C@H:34]([C:37](O)=[O:38])[CH2:33]1)=[O:31].C1CCC(N=C=NC2CCCCC2)CC1, predict the reaction product. The product is: [CH3:28][O:29][C:30]([C@@H:32]1[CH2:36][CH2:35][C@H:34]([C:37]([N:13]2[CH2:12][CH2:11][N:10]([C:14]3[CH:19]=[CH:18][C:17]([O:20][CH3:21])=[C:16]([O:22][CH:23]4[CH2:27][CH2:26][CH2:25][CH2:24]4)[CH:15]=3)[CH2:9][C@@H:8]2[CH2:1][C:2]2[CH:3]=[CH:4][CH:5]=[CH:6][CH:7]=2)=[O:38])[CH2:33]1)=[O:31]. (3) Given the reactants [F:1][C:2]1[C:8]([O:9][CH3:10])=[C:7]([O:11][CH3:12])[CH:6]=[CH:5][C:3]=1[NH2:4].C(O[CH:16]=[C:17]([C:23]([O:25][CH2:26][CH3:27])=[O:24])[C:18]([O:20][CH2:21][CH3:22])=[O:19])C, predict the reaction product. The product is: [F:1][C:2]1[C:8]([O:9][CH3:10])=[C:7]([O:11][CH3:12])[CH:6]=[CH:5][C:3]=1[NH:4][CH:16]=[C:17]([C:18]([O:20][CH2:21][CH3:22])=[O:19])[C:23]([O:25][CH2:26][CH3:27])=[O:24]. (4) The product is: [OH:22][NH:21][C:19](=[O:20])[C:18]([CH3:27])([S:23]([CH3:26])(=[O:25])=[O:24])[CH2:17][CH2:16][N:13]1[CH:14]=[CH:15][C:10]([C:7]2[CH:8]=[CH:9][C:4](/[C:1](=[N:32]/[O:31][CH3:30])/[CH3:2])=[CH:5][CH:6]=2)=[CH:11][C:12]1=[O:28]. Given the reactants [C:1]([C:4]1[CH:9]=[CH:8][C:7]([C:10]2[CH:15]=[CH:14][N:13]([CH2:16][CH2:17][C:18]([CH3:27])([S:23]([CH3:26])(=[O:25])=[O:24])[C:19]([NH:21][OH:22])=[O:20])[C:12](=[O:28])[CH:11]=2)=[CH:6][CH:5]=1)(=O)[CH3:2].Cl.[CH3:30][O:31][NH2:32].C([O-])(=O)C.[Na+], predict the reaction product.